Dataset: Forward reaction prediction with 1.9M reactions from USPTO patents (1976-2016). Task: Predict the product of the given reaction. (1) Given the reactants [CH3:1][O:2][C:3]1[C:8]([N+:9]([O-:11])=[O:10])=[CH:7][N:6]=[C:5]([C:12]([OH:14])=O)[CH:4]=1.Cl.[F:16][C:17]1[CH:18]=[C:19]([C@@H:28]([C:30]2[C:35]([F:36])=[CH:34][CH:33]=[CH:32][N:31]=2)[NH2:29])[CH:20]=[CH:21][C:22]=1[O:23][C:24]([F:27])([F:26])[F:25].CN(C(ON1N=NC2C=CC=NC1=2)=[N+](C)C)C.F[P-](F)(F)(F)(F)F.CCN(C(C)C)C(C)C, predict the reaction product. The product is: [F:16][C:17]1[CH:18]=[C:19]([C@@H:28]([C:30]2[C:35]([F:36])=[CH:34][CH:33]=[CH:32][N:31]=2)[NH:29][C:12](=[O:14])[C:5]2[CH:4]=[C:3]([O:2][CH3:1])[C:8]([N+:9]([O-:11])=[O:10])=[CH:7][N:6]=2)[CH:20]=[CH:21][C:22]=1[O:23][C:24]([F:27])([F:26])[F:25]. (2) Given the reactants [CH2:1]([O:3][C:4](=[O:13])[C:5]#[C:6][C:7]1[CH:12]=[CH:11][N:10]=[CH:9][CH:8]=1)[CH3:2].[C:14]([O:18][C:19]([N:21]1[C:30]2[C:25](=[CH:26][CH:27]=[C:28]([CH2:31][CH2:32][O:33][C:34]3[CH:35]=[C:36]4[C:40](=[CH:41][CH:42]=3)[NH:39][CH:38]=[CH:37]4)[N:29]=2)[CH2:24][CH2:23][CH2:22]1)=[O:20])([CH3:17])([CH3:16])[CH3:15], predict the reaction product. The product is: [C:14]([O:18][C:19]([N:21]1[C:30]2[C:25](=[CH:26][CH:27]=[C:28]([CH2:31][CH2:32][O:33][C:34]3[CH:35]=[C:36]4[C:40](=[CH:41][CH:42]=3)[N:39]([C:6]([C:7]3[CH:12]=[CH:11][N:10]=[CH:9][CH:8]=3)=[CH:5][C:4]([O:3][CH2:1][CH3:2])=[O:13])[CH:38]=[CH:37]4)[N:29]=2)[CH2:24][CH2:23][CH2:22]1)=[O:20])([CH3:17])([CH3:15])[CH3:16]. (3) Given the reactants CSC.B(F)(F)F.CCOCC.C([O:20][C:21]1[CH:26]=[CH:25][C:24]([C:27]2[N:31]([C:32]3[CH:37]=[CH:36][C:35]([Cl:38])=[CH:34][C:33]=3[Cl:39])[N:30]=[C:29]([C:40]([NH:42][N:43]3[CH2:48][CH2:47][CH2:46][CH2:45][CH2:44]3)=[O:41])[C:28]=2[C:49]#[N:50])=[CH:23][CH:22]=1)C1C=CC=CC=1.O, predict the reaction product. The product is: [C:49]([C:28]1[C:29]([C:40]([NH:42][N:43]2[CH2:48][CH2:47][CH2:46][CH2:45][CH2:44]2)=[O:41])=[N:30][N:31]([C:32]2[CH:37]=[CH:36][C:35]([Cl:38])=[CH:34][C:33]=2[Cl:39])[C:27]=1[C:24]1[CH:25]=[CH:26][C:21]([OH:20])=[CH:22][CH:23]=1)#[N:50]. (4) The product is: [Br:18][C:15]1[CH:16]=[CH:17][C:12]([S:9]([NH:8][C@H:5]2[CH2:6][CH2:7][C@H:2]([NH:1][C:25]3[N:34]=[C:33]([N:35]([CH3:37])[CH3:36])[C:32]4[C:27](=[CH:28][CH:29]=[CH:30][CH:31]=4)[N:26]=3)[CH2:3][CH2:4]2)(=[O:11])=[O:10])=[C:13]([O:19][C:20]([F:22])([F:23])[F:21])[CH:14]=1. Given the reactants [NH2:1][C@H:2]1[CH2:7][CH2:6][C@H:5]([NH:8][S:9]([C:12]2[CH:17]=[CH:16][C:15]([Br:18])=[CH:14][C:13]=2[O:19][C:20]([F:23])([F:22])[F:21])(=[O:11])=[O:10])[CH2:4][CH2:3]1.Cl[C:25]1[N:34]=[C:33]([N:35]([CH3:37])[CH3:36])[C:32]2[C:27](=[CH:28][CH:29]=[CH:30][CH:31]=2)[N:26]=1, predict the reaction product. (5) Given the reactants CC(OC(/N=N/C(OC(C)C)=O)=O)C.[OH:15][CH2:16][CH2:17][C@H:18]([CH:20]1[CH2:25][CH2:24][N:23]([C:26]([O:28][C:29]([CH3:32])([CH3:31])[CH3:30])=[O:27])[CH2:22][CH2:21]1)[CH3:19].[CH2:33]([O:35][C:36](=[O:45])[C:37]1[CH:42]=[CH:41][C:40](O)=[N:39][C:38]=1[CH3:44])[CH3:34].C1C=CC(P(C2C=CC=CC=2)C2C=CC=CC=2)=CC=1, predict the reaction product. The product is: [CH2:33]([O:35][C:36](=[O:45])[C:37]1[CH:42]=[CH:41][C:40]([O:15][CH2:16][CH2:17][C@H:18]([CH:20]2[CH2:21][CH2:22][N:23]([C:26]([O:28][C:29]([CH3:31])([CH3:30])[CH3:32])=[O:27])[CH2:24][CH2:25]2)[CH3:19])=[N:39][C:38]=1[CH3:44])[CH3:34].